This data is from Full USPTO retrosynthesis dataset with 1.9M reactions from patents (1976-2016). The task is: Predict the reactants needed to synthesize the given product. (1) Given the product [N+:1]([C:4]1[CH:5]=[C:6]([CH:12]=[CH:11][C:13]2[CH:18]=[CH:17][N:16]=[CH:15][CH:14]=2)[CH:7]=[CH:8][CH:9]=1)([O-:3])=[O:2], predict the reactants needed to synthesize it. The reactants are: [N+:1]([C:4]1[CH:5]=[C:6](I)[CH:7]=[CH:8][CH:9]=1)([O-:3])=[O:2].[CH:11]([C:13]1[CH:18]=[CH:17][N:16]=[CH:15][CH:14]=1)=[CH2:12]. (2) Given the product [CH2:1]([S:8][C:9]1[C:18]([CH2:19][C:25]#[N:26])=[CH:17][C:16]2[CH2:15][CH:14]([C:21]([CH3:24])([CH3:23])[CH3:22])[CH2:13][CH2:12][C:11]=2[N:10]=1)[C:2]1[CH:7]=[CH:6][CH:5]=[CH:4][CH:3]=1, predict the reactants needed to synthesize it. The reactants are: [CH2:1]([S:8][C:9]1[C:18]([CH2:19]O)=[CH:17][C:16]2[CH2:15][CH:14]([C:21]([CH3:24])([CH3:23])[CH3:22])[CH2:13][CH2:12][C:11]=2[N:10]=1)[C:2]1[CH:7]=[CH:6][CH:5]=[CH:4][CH:3]=1.[C-:25]#[N:26].[Na+]. (3) Given the product [NH2:9][C:3]1[N:4]=[CH:5][N:6]=[C:7]([NH:10][CH2:11][CH:12]2[CH2:13][CH:14]3[N:19]([C:20](=[O:22])[CH:48]=[CH2:49])[CH:17]([CH2:16][CH2:15]3)[CH2:18]2)[C:2]=1[C:37]1[CH:36]=[N:35][N:34]([CH2:27][C:28]2[CH:33]=[CH:32][CH:31]=[CH:30][CH:29]=2)[CH:38]=1, predict the reactants needed to synthesize it. The reactants are: Br[C:2]1[C:3]([NH2:9])=[N:4][CH:5]=[N:6][C:7]=1Cl.[NH2:10][CH2:11][CH:12]1[CH2:18][CH:17]2[N:19]([C:20]([O:22]C(C)(C)C)=O)[CH:14]([CH2:15][CH2:16]2)[CH2:13]1.[CH2:27]([N:34]1[CH:38]=[C:37](B2OC(C)(C)C(C)(C)O2)[CH:36]=[N:35]1)[C:28]1[CH:33]=[CH:32][CH:31]=[CH:30][CH:29]=1.[C:48](Cl)(=O)[CH:49]=C. (4) Given the product [CH2:23]([S:8]([C:4]1[CH:5]=[CH:6][CH:7]=[C:2]([F:1])[CH:3]=1)(=[O:10])=[O:9])[CH3:24], predict the reactants needed to synthesize it. The reactants are: [F:1][C:2]1[CH:3]=[C:4]([S:8](Cl)(=[O:10])=[O:9])[CH:5]=[CH:6][CH:7]=1.C(=O)(O)[O-].[Na+].S([O-])([O-])=O.[Na+].[Na+].[CH2:23](I)[CH3:24]. (5) Given the product [OH:37][NH:36][C:34]([N:24]1[CH2:23][CH2:22][CH:21]([N:10]([CH2:9][C:3]2[C:2]([CH3:1])=[CH:7][C:6]([CH3:8])=[CH:5][N:4]=2)[CH:11]2[C:20]3[N:19]=[CH:18][CH:17]=[CH:16][C:15]=3[CH2:14][CH2:13][CH2:12]2)[CH2:26][CH2:25]1)=[O:33], predict the reactants needed to synthesize it. The reactants are: [CH3:1][C:2]1[C:3]([CH2:9][N:10]([CH:21]2[CH2:26][CH2:25][NH:24][CH2:23][CH2:22]2)[CH:11]2[C:20]3[N:19]=[CH:18][CH:17]=[CH:16][C:15]=3[CH2:14][CH2:13][CH2:12]2)=[N:4][CH:5]=[C:6]([CH3:8])[CH:7]=1.C1([O:33][C:34]([NH:36][OH:37])=O)C=CC=CC=1.